Dataset: Forward reaction prediction with 1.9M reactions from USPTO patents (1976-2016). Task: Predict the product of the given reaction. (1) Given the reactants Cl[C:2]1[C:3]2[CH2:16][CH2:15][N:14]([C:17]3[CH:18]=[N:19][CH:20]=[CH:21][CH:22]=3)[C:4]=2[N:5]=[C:6]([N:8]2[CH2:13][CH2:12][O:11][CH2:10][CH2:9]2)[N:7]=1.CC1(C)C(C)(C)OB([C:31]2[CH:39]=[CH:38][C:34]3[NH:35][CH:36]=[N:37][C:33]=3[CH:32]=2)O1.B(O)O, predict the reaction product. The product is: [NH:35]1[C:34]2[CH:38]=[CH:39][C:31]([C:2]3[C:3]4[CH2:16][CH2:15][N:14]([C:17]5[CH:18]=[N:19][CH:20]=[CH:21][CH:22]=5)[C:4]=4[N:5]=[C:6]([N:8]4[CH2:13][CH2:12][O:11][CH2:10][CH2:9]4)[N:7]=3)=[CH:32][C:33]=2[N:37]=[CH:36]1. (2) Given the reactants B(O)O.[F:4][C:5]([F:26])([F:25])[CH2:6][N:7]1[C:12](=[O:13])[C:11](Cl)=[C:10]([C:15]2[CH:20]=[CH:19][C:18]([S:21]([CH3:24])(=[O:23])=[O:22])=[CH:17][CH:16]=2)[CH:9]=[N:8]1.[F-:27].[Cs+].N, predict the reaction product. The product is: [F:4][C:5]([F:26])([F:25])[CH2:6][N:7]1[C:12](=[O:13])[C:11]([C:17]2[CH:18]=[CH:19][C:20]([F:27])=[C:15]([CH3:10])[CH:16]=2)=[C:10]([C:15]2[CH:20]=[CH:19][C:18]([S:21]([CH3:24])(=[O:23])=[O:22])=[CH:17][CH:16]=2)[CH:9]=[N:8]1. (3) The product is: [CH2:1]([O:3][C:4]1[CH:9]=[CH:8][C:7]([NH2:10])=[C:6]([CH3:13])[CH:5]=1)[CH3:2]. Given the reactants [CH2:1]([O:3][C:4]1[CH:9]=[CH:8][C:7]([N+:10]([O-])=O)=[C:6]([CH3:13])[CH:5]=1)[CH3:2].CO, predict the reaction product. (4) Given the reactants [C:1]1([S:7]([CH2:10][C:11]2[C:16]([C:17]([O-:19])=[O:18])=[C:15]([OH:20])[C:14]([C:21]3[CH:25]=[CH:24][O:23][CH:22]=3)=[CH:13][CH:12]=2)(=[O:9])=[O:8])[CH:6]=[CH:5][CH:4]=[CH:3][CH:2]=1.Br[CH2:27][C:28]#[N:29], predict the reaction product. The product is: [C:1]1([S:7]([CH2:10][C:11]2[C:16]([C:17]([O:19][C:11]([CH3:16])([CH3:12])[CH3:10])=[O:18])=[C:15]([O:20][CH2:27][C:28]#[N:29])[C:14]([C:21]3[CH:25]=[CH:24][O:23][CH:22]=3)=[CH:13][CH:12]=2)(=[O:9])=[O:8])[CH:2]=[CH:3][CH:4]=[CH:5][CH:6]=1. (5) Given the reactants C[O:2][C:3](=[O:28])[C:4]([NH:9][C:10]([C:12]1[CH:17]=[CH:16][C:15]([CH:18]2[CH2:20][CH2:19]2)=[C:14]([O:21][CH2:22][CH:23]2[CH2:27][CH2:26][CH2:25][O:24]2)[N:13]=1)=[O:11])([CH2:7][CH3:8])[CH2:5][CH3:6].O.[OH-].[Li+].[OH-].[Na+], predict the reaction product. The product is: [CH:18]1([C:15]2[CH:16]=[CH:17][C:12]([C:10]([NH:9][C:4]([CH2:7][CH3:8])([CH2:5][CH3:6])[C:3]([OH:28])=[O:2])=[O:11])=[N:13][C:14]=2[O:21][CH2:22][CH:23]2[CH2:27][CH2:26][CH2:25][O:24]2)[CH2:20][CH2:19]1. (6) Given the reactants [I:1][CH2:2][I:3].[C:4]1([P:10]([C:17]2[CH:22]=[CH:21][CH:20]=[CH:19][CH:18]=2)[C:11]2[CH:16]=[CH:15][CH:14]=[CH:13][CH:12]=2)[CH:9]=[CH:8][CH:7]=[CH:6][CH:5]=1, predict the reaction product. The product is: [I-:1].[I:3][CH:2]=[C:22]1[CH:21]=[CH:20][CH:19]=[CH:18][CH:17]1[PH+:10]([C:4]1[CH:5]=[CH:6][CH:7]=[CH:8][CH:9]=1)[C:11]1[CH:12]=[CH:13][CH:14]=[CH:15][CH:16]=1. (7) Given the reactants [Br:1][C:2]1[CH:7]=[CH:6][C:5]([Cl:8])=[CH:4][C:3]=1[CH3:9].C1C(=O)N([Br:17])C(=O)C1.CC(N=NC(C#N)(C)C)(C#N)C.CCOC(C)=O, predict the reaction product. The product is: [Br:1][C:2]1[CH:7]=[CH:6][C:5]([Cl:8])=[CH:4][C:3]=1[CH2:9][Br:17].